From a dataset of Forward reaction prediction with 1.9M reactions from USPTO patents (1976-2016). Predict the product of the given reaction. (1) Given the reactants [F:1][C:2]1[CH:7]=[C:6]([F:8])[CH:5]=[CH:4][C:3]=1[N:9]1[C:18]2[C:13](=[CH:14][C:15]([F:20])=[C:16](Cl)[N:17]=2)[C:12](=[O:21])[C:11]([C:22]([OH:24])=[O:23])=[CH:10]1.[CH3:25][O:26][N:27]=[C:28]1[C:32]2([CH2:35][N:34]([C:36]([O:38][C:39]([CH3:42])([CH3:41])[CH3:40])=[O:37])[CH2:33]2)[CH2:31][NH:30][CH2:29]1.C(#N)C, predict the reaction product. The product is: [C:39]([O:38][C:36]([N:34]1[CH2:35][C:32]2([C:28](=[N:27][O:26][CH3:25])[CH2:29][N:30]([C:16]3[N:17]=[C:18]4[C:13]([C:12](=[O:21])[C:11]([C:22]([OH:24])=[O:23])=[CH:10][N:9]4[C:3]4[CH:4]=[CH:5][C:6]([F:8])=[CH:7][C:2]=4[F:1])=[CH:14][C:15]=3[F:20])[CH2:31]2)[CH2:33]1)=[O:37])([CH3:42])([CH3:41])[CH3:40]. (2) Given the reactants [F:1][C:2]1[CH:7]=[CH:6][C:5]([S:8](Cl)(=[O:10])=[O:9])=[CH:4][CH:3]=1.Cl.[S:13]1[CH:17]=[CH:16][N:15]=[C:14]1[C:18]1[CH:25]=[CH:24][C:21]([CH2:22][NH2:23])=[CH:20][CH:19]=1.Cl.C1(C2N=NC(CN)=CC=2)C=CC=CC=1, predict the reaction product. The product is: [F:1][C:2]1[CH:7]=[CH:6][C:5]([S:8]([NH:23][CH2:22][C:21]2[CH:20]=[CH:19][C:18]([C:14]3[S:13][CH:17]=[CH:16][N:15]=3)=[CH:25][CH:24]=2)(=[O:10])=[O:9])=[CH:4][CH:3]=1. (3) Given the reactants N1C=CC=CC=1.Cl[C:8]([O:10][C:11]1[CH:20]=[CH:19][C:14]([C:15]([O:17][CH3:18])=[O:16])=[CH:13][CH:12]=1)=[O:9].[C:21]1([C@H:31]([N:33]([CH2:41][C@@H:42]2[C@@H:46]([C:47]3[CH:52]=[CH:51][CH:50]=[CH:49][CH:48]=3)[CH2:45][NH:44][CH2:43]2)[C:34](=[O:40])[O:35][C:36]([CH3:39])([CH3:38])[CH3:37])[CH3:32])[C:30]2[C:25](=[CH:26][CH:27]=[CH:28][CH:29]=2)[CH:24]=[CH:23][CH:22]=1, predict the reaction product. The product is: [C:36]([O:35][C:34]([N:33]([CH2:41][C@@H:42]1[C@@H:46]([C:47]2[CH:48]=[CH:49][CH:50]=[CH:51][CH:52]=2)[CH2:45][N:44]([C:8]([O:10][C:11]2[CH:20]=[CH:19][C:14]([C:15]([O:17][CH3:18])=[O:16])=[CH:13][CH:12]=2)=[O:9])[CH2:43]1)[C@@H:31]([C:21]1[C:30]2[C:25](=[CH:26][CH:27]=[CH:28][CH:29]=2)[CH:24]=[CH:23][CH:22]=1)[CH3:32])=[O:40])([CH3:37])([CH3:38])[CH3:39]. (4) Given the reactants Br[CH2:2]/[C:3](=[CH:13]\[F:14])/[CH2:4][NH:5][C:6](=[O:12])[O:7][C:8]([CH3:11])([CH3:10])[CH3:9].C(=O)([O-])[O-].[K+].[K+].[OH:21][C:22]1[CH:32]=[CH:31][C:25]([C:26]([N:28]([CH3:30])[CH3:29])=[O:27])=[CH:24][CH:23]=1, predict the reaction product. The product is: [CH3:29][N:28]([CH3:30])[C:26]([C:25]1[CH:31]=[CH:32][C:22]([O:21][CH2:2]/[C:3](=[CH:13]\[F:14])/[CH2:4][NH:5][C:6](=[O:12])[O:7][C:8]([CH3:11])([CH3:10])[CH3:9])=[CH:23][CH:24]=1)=[O:27]. (5) The product is: [CH:23]([Si:22]([CH:29]([CH3:31])[CH3:30])([CH:26]([CH3:28])[CH3:27])[O:20][CH:15]([C:2]1[CH:7]=[CH:6][CH:5]=[CH:4][C:3]=1[CH:8]=[CH2:9])[CH2:16][CH2:17][CH:18]=[CH2:19])([CH3:25])[CH3:24]. Given the reactants Br[C:2]1[CH:7]=[CH:6][CH:5]=[CH:4][C:3]=1[CH:8]=[CH2:9].[Li]CCCC.[CH:15](=[O:20])[CH2:16][CH2:17][CH:18]=[CH2:19].Cl[Si:22]([CH:29]([CH3:31])[CH3:30])([CH:26]([CH3:28])[CH3:27])[CH:23]([CH3:25])[CH3:24], predict the reaction product.